Dataset: Full USPTO retrosynthesis dataset with 1.9M reactions from patents (1976-2016). Task: Predict the reactants needed to synthesize the given product. (1) Given the product [CH3:6][O:5][C:3]([CH:2]1[CH2:7][CH2:8][N:15]1[CH:10]1[CH2:14][CH2:13][CH2:12][CH2:11]1)=[O:4], predict the reactants needed to synthesize it. The reactants are: Br[CH:2]([CH2:7][CH2:8]Br)[C:3]([O:5][CH3:6])=[O:4].[CH:10]1([NH2:15])[CH2:14][CH2:13][CH2:12][CH2:11]1. (2) The reactants are: [CH3:1][O:2][N:3]([CH3:18])[C:4]1[N:9]=[C:8]([NH:10][CH2:11][CH2:12][CH3:13])[N:7]=[C:6]([NH:14][CH2:15][C:16]#[CH:17])[N:5]=1.[C:19]([OH:26])(=[O:25])/[CH:20]=[CH:21]\[C:22]([OH:24])=[O:23]. Given the product [C:19]([OH:26])(=[O:25])/[CH:20]=[CH:21]\[C:22]([OH:24])=[O:23].[CH3:1][O:2][N:3]([CH3:18])[C:4]1[N:5]=[C:6]([NH:14][CH2:15][CH2:16][CH3:17])[N:7]=[C:8]([NH:10][CH2:11][C:12]#[CH:13])[N:9]=1, predict the reactants needed to synthesize it.